This data is from Experimentally validated miRNA-target interactions with 360,000+ pairs, plus equal number of negative samples. The task is: Binary Classification. Given a miRNA mature sequence and a target amino acid sequence, predict their likelihood of interaction. (1) The miRNA is hsa-miR-517-5p with sequence CCUCUAGAUGGAAGCACUGUCU. The protein sequence of the target gene is MPAVDKLLLEEALQDSPQARSLLSVFEEDAGTLTDYTNQLLQAMQRVYGAQNEMCLATQQLSRQLLAYEKQNFALGKGDEEVISTLHYFSKVMDELNGLHTELAKQLADTMVLPVIQFREKDLTEVSTLKDLFGLASSEHDLSMAKYSRLPKKKENEKAKTEIVKEVAAARRKQHLSSLQYYCALNALQYRKRAAMMEPLIGFAHGQINFFKRGAEMFSKSMDGFLSSVKDMVQSIQVELEAEADKMRVSQQELLSVSESVYTPDIDVATAQINRNLIQKTGYLNLRNKTGLVTTTWERL.... Result: 0 (no interaction). (2) The miRNA is hsa-miR-372-5p with sequence CCUCAAAUGUGGAGCACUAUUCU. The protein sequence of the target gene is MGVTCVSQMPVAEGKSVQQTVELLTRKLEMLGAEKQGTFCVDCETYHTAASTLGSQGQTGKLMYVMHNSEYPLSCFALFENGPCLIADTNFDVLMVKLKGFFQSAKASKIETRGTRYQYCDFLVKVGTVTMGPSARGISVEVEYGPCVVASDCWSLLLEFLQSFLGSHTPGAPAVFGNRHDAVYGPADTMVQYMELFNKIRKQQQVPVAGIR. Result: 0 (no interaction). (3) The miRNA is mmu-miR-344e-3p with sequence GAUAUAACCAAAGCCUGACUAU. The protein sequence of the target gene is MEQRTEIAPLLKMDLVIQDWTINITALKESNDNGISFCEVVSRTMTFLSLIIALVGLVGNATVLWFLGFQMSRNAFSVYILNLAGADFVFMCFQIVHCFYIILDIYFIPTNFFSSYTMVLNIAYLSGLSILTVISTERFLSVMWPIWYRCQRPRHTSAVICTVLWVLSLVLSLLEGKECGFLYYTSGPGLCKTFDLITTAWLIVLFVVLLGSSLALVLTIFCGLHKVPVTRLYVTIVFTVLVFLIFGLPYGIYWFLLEWIREFHDNKPCGFRNVTIFLSCINSCANPIIYFLVGSIRHHR.... Result: 0 (no interaction). (4) The miRNA is cel-miR-67-3p with sequence UCACAACCUCCUAGAAAGAGUAGA. The protein sequence of the target gene is MAPPSAPLLLRAVGEAGPTRKRGRRPRALKFVDVAVYFSSEEWGCLQPAQRTLYRDVMRETYGLLGALGCAGPKPALISWLERNTDDWEPAALDPQEYRRWVTFQRKTRSKQKTEEKDVFPPKEAPRKGKRGRKPSKPRLIPRQTSGGPICPDCGCTFPDHLALESHKCAQNLKKPYPCPDCGRRFSYPSLLVSHRRAHSGECPYVCDQCGKRFSQRKNLSQHQVIHTGEKPYHCPDCGRCFRRSRSLANHRTTHTGEKPHQCPSCGRRFAYPSLLAIHQRTHTGEKPYTCLECSRRFRQ.... Result: 0 (no interaction). (5) The miRNA is mmu-miR-466d-5p with sequence UGUGUGUGCGUACAUGUACAUG. The protein sequence of the target gene is MLYRLLSIVQRQRTSPGWQTWSSARSSTSTAEAHSIALPAQAQVVICGGGIMGTSVAYHLSKMGWQDIVLLEQGRLAAGSTRFCAGILSTARHSSVEQKMANYSNKLYHQLEQETGIQTGYLRTGSISLAQTQDRLISLKRINSRLNVVGIPSEIISPKKVAELHPLLNVHDLVGAMYVPEDAVVSSADVALALASAASQNGVQIYDRTSVLHVLIKKGQVTGVETDKGQIECQYFVNCAGQWAYELGLSNEEPLSIPLHACEHFYLLTRPWDTPLQSNTPTIVDADGRIYIRNWQGGIL.... Result: 0 (no interaction). (6) The miRNA is mmu-miR-511-3p with sequence AAUGUGUAGCAAAAGACAGGAU. Result: 1 (interaction). The protein sequence of the target gene is MASPAIGQRPYPLLLDPEPPRYLQSLGGTEPPPPARPRRCIPTALIPAAGASEDRGGRRSGRRDPEPTPRDCRHARPVRPGLQPRLRLRPGSHRPRDVRSIFEQPQDPRVLAERGEGHRFVELALRGGPGWCDLCGREVLRQALRCANCKFTCHSECRSLIQLDCRQKGGPALDRRSPESTLTPTLNQNVCKAVEETQHPPTIQEIKQKIDSYNSREKHCLGMKLSEDGTYTGFIKVHLKLRRPVTVPAGIRPQSIYDAIKEVNPAATTDKRTSFYLPLDAIKQLHISSTTTVSEVIQGL....